From a dataset of Forward reaction prediction with 1.9M reactions from USPTO patents (1976-2016). Predict the product of the given reaction. (1) Given the reactants Br.[Br:2][C:3]1[CH:4]=[CH:5][C:6]2[C:12]3[N:13]=[C:14]([NH:16][C:17]([CH3:21])([CH3:20])[CH2:18][NH2:19])[S:15][C:11]=3[CH2:10][CH2:9][O:8][C:7]=2[CH:22]=1.Cl[C:24](Cl)([O:26]C(=O)OC(Cl)(Cl)Cl)Cl, predict the reaction product. The product is: [Br:2][C:3]1[CH:4]=[CH:5][C:6]2[C:12]3[N:13]=[C:14]([N:16]4[C:17]([CH3:20])([CH3:21])[CH2:18][NH:19][C:24]4=[O:26])[S:15][C:11]=3[CH2:10][CH2:9][O:8][C:7]=2[CH:22]=1. (2) Given the reactants [F:1][C:2]1[CH:30]=[CH:29][C:5]([O:6][CH2:7][C@@H:8]([OH:28])/[CH:9]=[CH:10]/[CH:11]=[CH:12]\[CH:13]=[CH:14]\[CH:15]=[CH:16]\[C@@H:17]([OH:27])[C@@H:18]([OH:26])[CH2:19][O:20][CH2:21][C:22]([O:24]C)=[O:23])=[CH:4][CH:3]=1.[OH-].[Na+].P([O-])([O-])([O-])=O.[K+].[K+].[K+], predict the reaction product. The product is: [F:1][C:2]1[CH:3]=[CH:4][C:5]([O:6][CH2:7][C@@H:8]([OH:28])/[CH:9]=[CH:10]/[CH:11]=[CH:12]\[CH:13]=[CH:14]\[CH:15]=[CH:16]\[C@@H:17]([OH:27])[C@@H:18]([OH:26])[CH2:19][O:20][CH2:21][C:22]([OH:24])=[O:23])=[CH:29][CH:30]=1. (3) Given the reactants [C:1]1([CH2:17][O:18][CH2:19][CH2:20][CH2:21][CH2:22][CH2:23][CH2:24][N:25]2C(=O)C3C(=CC=CC=3)C2=O)[C:14]2[C:15]3=[C:16]4[C:11](=[CH:12][CH:13]=2)[CH:10]=[CH:9][CH:8]=[C:7]4[CH:6]=[CH:5][C:4]3=[CH:3][CH:2]=1.O.NN.[OH-].[Na+], predict the reaction product. The product is: [C:1]1([CH2:17][O:18][CH2:19][CH2:20][CH2:21][CH2:22][CH2:23][CH2:24][NH2:25])[C:14]2[C:15]3=[C:16]4[C:11](=[CH:12][CH:13]=2)[CH:10]=[CH:9][CH:8]=[C:7]4[CH:6]=[CH:5][C:4]3=[CH:3][CH:2]=1. (4) The product is: [C:17]([C:15]1[S:14][C:11]2[C:12](=[O:13])[N:8]([C:4]3[CH:5]=[CH:6][CH:7]=[C:2]([B:22]4[O:26][C:25]([CH3:28])([CH3:27])[C:24]([CH3:30])([CH3:29])[O:23]4)[C:3]=3[CH3:21])[CH2:9][C:10]=2[CH:16]=1)([CH3:20])([CH3:19])[CH3:18]. Given the reactants Br[C:2]1[C:3]([CH3:21])=[C:4]([N:8]2[C:12](=[O:13])[C:11]3[S:14][C:15]([C:17]([CH3:20])([CH3:19])[CH3:18])=[CH:16][C:10]=3[CH2:9]2)[CH:5]=[CH:6][CH:7]=1.[B:22]1([B:22]2[O:26][C:25]([CH3:28])([CH3:27])[C:24]([CH3:30])([CH3:29])[O:23]2)[O:26][C:25]([CH3:28])([CH3:27])[C:24]([CH3:30])([CH3:29])[O:23]1.C1(P(C2CCCCC2)C2C=CC=CC=2C2C(C(C)C)=CC(C(C)C)=CC=2C(C)C)CCCCC1.C([O-])(=O)C.[K+], predict the reaction product. (5) Given the reactants CN1C=C(CN(C)C(C2N(C3C=CC(F)=CC=3)C(S)=NC=2)=O)C(C)=N1.[F:26][C:27]1[CH:51]=[CH:50][CH:49]=[CH:48][C:28]=1[CH2:29][CH2:30][C:31]1[N:32]([C:41]2[CH:46]=[CH:45][C:44]([F:47])=[CH:43][CH:42]=2)[C:33]([C:36]([O:38]CC)=[O:37])=[CH:34][N:35]=1.[OH-].[Li+].C1COCC1, predict the reaction product. The product is: [F:26][C:27]1[CH:51]=[CH:50][CH:49]=[CH:48][C:28]=1[CH2:29][CH2:30][C:31]1[N:32]([C:41]2[CH:46]=[CH:45][C:44]([F:47])=[CH:43][CH:42]=2)[C:33]([C:36]([OH:38])=[O:37])=[CH:34][N:35]=1. (6) Given the reactants N.C(OC[N:10]1[C:19](=[O:20])[C:18]2[C:13](=[CH:14][C:15]([O:29][CH3:30])=[CH:16][C:17]=2[O:21][CH:22]2[CH2:27][CH2:26][N:25]([CH3:28])[CH2:24][CH2:23]2)[N:12]=[CH:11]1)(=O)C(C)(C)C, predict the reaction product. The product is: [CH3:30][O:29][C:15]1[CH:14]=[C:13]2[C:18]([C:19](=[O:20])[NH:10][CH:11]=[N:12]2)=[C:17]([O:21][CH:22]2[CH2:27][CH2:26][N:25]([CH3:28])[CH2:24][CH2:23]2)[CH:16]=1. (7) The product is: [CH2:35]1[C:32]2([CH2:43][C:29]([C:28]#[C:27][C:23]3[CH:22]=[C:21]([CH:26]=[CH:25][CH:24]=3)[C:19]#[N:20])=[N:30][O:31]2)[CH2:33][NH:34]1. Given the reactants C1(C#CC2CC3(CCNCC3)ON=2)C=CC=CC=1.[C:19]([C:21]1[CH:22]=[C:23]([C:27]#[C:28][C:29]2[CH2:43][C:32]3([CH2:35][N:34](C(OC(C)(C)C)=O)[CH2:33]3)[O:31][N:30]=2)[CH:24]=[CH:25][CH:26]=1)#[N:20], predict the reaction product. (8) Given the reactants FC(F)(F)C(O)=O.[Cl:8][C:9]1[CH:40]=[CH:39][C:12]([O:13][C:14]2[CH:19]=[CH:18][C:17]([NH:20][CH:21]3[CH2:26][CH2:25][N:24]([CH2:27][CH2:28][C:29]4[CH:38]=[CH:37][C:32]([C:33]([O:35]C)=[O:34])=[CH:31][CH:30]=4)[CH2:23][CH2:22]3)=[CH:16][CH:15]=2)=[CH:11][CH:10]=1.[OH-].[Li+].C(O)(C(F)(F)F)=O, predict the reaction product. The product is: [Cl:8][C:9]1[CH:40]=[CH:39][C:12]([O:13][C:14]2[CH:15]=[CH:16][C:17]([NH:20][CH:21]3[CH2:26][CH2:25][N:24]([CH2:27][CH2:28][C:29]4[CH:30]=[CH:31][C:32]([C:33]([OH:35])=[O:34])=[CH:37][CH:38]=4)[CH2:23][CH2:22]3)=[CH:18][CH:19]=2)=[CH:11][CH:10]=1. (9) Given the reactants Br[C:2]1[CH:11]=[CH:10][C:5]([C:6]([O:8][CH3:9])=[O:7])=[CH:4][C:3]=1[CH2:12][O:13][CH3:14].[C:15]1([CH3:24])[CH:20]=[CH:19][CH:18]=[CH:17][C:16]=1B(O)O.C([O-])([O-])=O.[K+].[K+].O, predict the reaction product. The product is: [CH3:14][O:13][CH2:12][C:3]1[CH:4]=[C:5]([C:6]([O:8][CH3:9])=[O:7])[CH:10]=[CH:11][C:2]=1[C:16]1[CH:17]=[CH:18][CH:19]=[CH:20][C:15]=1[CH3:24]. (10) Given the reactants Cl[C:2]1[C:7]([CH:8]=[O:9])=[C:6]([Cl:10])[N:5]=[CH:4][N:3]=1.[CH3:11][NH2:12], predict the reaction product. The product is: [Cl:10][C:6]1[C:7]([CH:8]=[O:9])=[C:2]([NH:12][CH3:11])[N:3]=[CH:4][N:5]=1.